Dataset: Full USPTO retrosynthesis dataset with 1.9M reactions from patents (1976-2016). Task: Predict the reactants needed to synthesize the given product. (1) Given the product [C:19]([N:27]1[CH2:32][CH2:31][N:30]([C:12](=[O:14])[C:11]([C:7]2[C:6]3[C:10](=[C:2]([Cl:1])[N:3]=[CH:4][C:5]=3[O:16][CH3:17])[NH:9][CH:8]=2)=[O:15])[CH2:29][CH2:28]1)(=[O:26])[C:20]1[CH:25]=[CH:24][CH:23]=[CH:22][CH:21]=1, predict the reactants needed to synthesize it. The reactants are: [Cl:1][C:2]1[N:3]=[CH:4][C:5]([O:16][CH3:17])=[C:6]2[C:10]=1[NH:9][CH:8]=[C:7]2[C:11](=[O:15])[C:12]([O-:14])=O.[K+].[C:19]([N:27]1[CH2:32][CH2:31][NH:30][CH2:29][CH2:28]1)(=[O:26])[C:20]1[CH:25]=[CH:24][CH:23]=[CH:22][CH:21]=1. (2) Given the product [NH:15]1[C:19]2[CH:20]=[CH:21][CH:22]=[CH:23][C:18]=2[N:17]=[C:16]1[C:24]([C:26]1[CH:31]=[CH:30][C:29]([O:32][C:2]2[C:7]([CH:8]3[CH2:13][CH2:12][C:11](=[O:14])[CH2:10][CH2:9]3)=[CH:6][CH:5]=[CH:4][N:3]=2)=[CH:28][CH:27]=1)=[O:25], predict the reactants needed to synthesize it. The reactants are: F[C:2]1[C:7]([CH:8]2[CH2:13][CH2:12][C:11](=[O:14])[CH2:10][CH2:9]2)=[CH:6][CH:5]=[CH:4][N:3]=1.[NH:15]1[C:19]2[CH:20]=[CH:21][CH:22]=[CH:23][C:18]=2[N:17]=[C:16]1[C:24]([C:26]1[CH:31]=[CH:30][C:29]([OH:32])=[CH:28][CH:27]=1)=[O:25].C(=O)([O-])[O-].[Cs+].[Cs+]. (3) Given the product [N:1]1[C:10]2[C:5](=[CH:6][C:7]([C:11]3[O:12][C:15]([SH:16])=[N:14][N:13]=3)=[CH:8][CH:9]=2)[CH:4]=[CH:3][CH:2]=1, predict the reactants needed to synthesize it. The reactants are: [N:1]1[C:10]2[C:5](=[CH:6][C:7]([C:11]([NH:13][NH2:14])=[O:12])=[CH:8][CH:9]=2)[CH:4]=[CH:3][CH:2]=1.[C:15](=S)=[S:16].C(N(CC)CC)C.[Cl-].[NH4+].[Cl-].[Na+]. (4) Given the product [CH:26]1([N:30]2[CH2:36][CH2:35][C:34]3[CH:37]=[CH:38][C:39]([N:41]4[CH2:46][CH2:45][N:44]([C:9]([C:8]5[CH:7]=[CH:6][C:5]([C:3](=[O:4])[C:2]([F:1])([F:15])[F:14])=[CH:13][CH:12]=5)=[O:11])[CH2:43][CH2:42]4)=[CH:40][C:33]=3[CH2:32][CH2:31]2)[CH2:29][CH2:28][CH2:27]1, predict the reactants needed to synthesize it. The reactants are: [F:1][C:2]([F:15])([F:14])[C:3]([C:5]1[CH:13]=[CH:12][C:8]([C:9]([OH:11])=O)=[CH:7][CH:6]=1)=[O:4].ON1C2C=CC=CC=2N=N1.[CH:26]1([N:30]2[CH2:36][CH2:35][C:34]3[CH:37]=[CH:38][C:39]([N:41]4[CH2:46][CH2:45][NH:44][CH2:43][CH2:42]4)=[CH:40][C:33]=3[CH2:32][CH2:31]2)[CH2:29][CH2:28][CH2:27]1.